This data is from Peptide-MHC class I binding affinity with 185,985 pairs from IEDB/IMGT. The task is: Regression. Given a peptide amino acid sequence and an MHC pseudo amino acid sequence, predict their binding affinity value. This is MHC class I binding data. The MHC is HLA-A02:03 with pseudo-sequence HLA-A02:03. The binding affinity (normalized) is 0.287. The peptide sequence is GNYPVQQIG.